Dataset: Catalyst prediction with 721,799 reactions and 888 catalyst types from USPTO. Task: Predict which catalyst facilitates the given reaction. Reactant: [OH:1][C@H:2]1[CH2:6][CH2:5][N:4]([CH2:7][CH2:8][C:9]2[CH:14]=[CH:13][C:12]([N:15]3[CH2:19][CH2:18][CH2:17][CH2:16]3)=[CH:11][CH:10]=2)[CH2:3]1.C(N(C(C)C)CC)(C)C.[CH3:29][S:30](Cl)(=[O:32])=[O:31].C(=O)([O-])O.[Na+]. Product: [CH3:29][S:30]([O:1][C@H:2]1[CH2:6][CH2:5][N:4]([CH2:7][CH2:8][C:9]2[CH:14]=[CH:13][C:12]([N:15]3[CH2:16][CH2:17][CH2:18][CH2:19]3)=[CH:11][CH:10]=2)[CH2:3]1)(=[O:32])=[O:31]. The catalyst class is: 4.